Predict the reaction yield, written as a fraction of the theoretical maximum amount of product (1.0 means a 100% yield; for example, 0.34 means a 34% yield). From a dataset of Reaction yield outcomes from USPTO patents with 853,638 reactions. (1) The reactants are [Cl:1][C:2]1[C:11]([NH:12][S:13]([CH2:16][CH2:17][CH3:18])(=[O:15])=[O:14])=[CH:10][CH:9]=[C:8]([F:19])[C:3]=1[C:4]([O:6]C)=[O:5].[OH-].[K+]. The catalyst is O1CCCC1.O. The product is [Cl:1][C:2]1[C:11]([NH:12][S:13]([CH2:16][CH2:17][CH3:18])(=[O:14])=[O:15])=[CH:10][CH:9]=[C:8]([F:19])[C:3]=1[C:4]([OH:6])=[O:5]. The yield is 0.370. (2) The reactants are Br[C:2]1[CH:3]=[CH:4][C:5]([CH:8]=[O:9])=[N:6][CH:7]=1.[Si:10]([C:14]#[CH:15])([CH3:13])([CH3:12])[CH3:11].C(N(CC)CC)C.C(OCC)(=O)C. The catalyst is C1COCC1.[Cu](I)I.Cl[Pd](Cl)([P](C1C=CC=CC=1)(C1C=CC=CC=1)C1C=CC=CC=1)[P](C1C=CC=CC=1)(C1C=CC=CC=1)C1C=CC=CC=1.C1(P(C2C=CC=CC=2)C2C=CC=CC=2)C=CC=CC=1. The product is [CH3:11][Si:10]([C:14]#[C:15][C:2]1[CH:3]=[CH:4][C:5]([CH:8]=[O:9])=[N:6][CH:7]=1)([CH3:13])[CH3:12]. The yield is 0.950. (3) The reactants are [CH3:1][N:2]1[CH:6]=[C:5]([C:7](=O)[CH2:8][C:9]2[CH:13]=[CH:12][S:11][CH:10]=2)[CH:4]=[N:3]1.[CH2:15]([O:17][C:18]1[CH:19]=[C:20]([CH:23]=[C:24]([N+:27]([O-:29])=[O:28])[C:25]=1[OH:26])[CH:21]=O)[CH3:16].[CH3:30][C:31]1(C)[O:38]C(=O)CC(=O)O1.C([O-])(C)=O.[NH4+:44]. The catalyst is CC(O)=O. The product is [CH2:15]([O:17][C:18]1[CH:19]=[C:20]([CH:21]2[C:8]([C:9]3[CH:13]=[CH:12][S:11][CH:10]=3)=[C:7]([C:5]3[CH:4]=[N:3][N:2]([CH3:1])[CH:6]=3)[NH:44][C:31](=[O:38])[CH2:30]2)[CH:23]=[C:24]([N+:27]([O-:29])=[O:28])[C:25]=1[OH:26])[CH3:16]. The yield is 0.0600. (4) The reactants are Cl.[C:2]1([CH3:10])[CH:7]=CC=C[C:3]=1[NH:8][NH2:9].[CH3:11][C:12]([CH3:19])([CH3:18])[C:13](=O)[CH2:14][C:15]#[N:16].[C:20]1(C)[CH:25]=CC=C[CH:21]=1. No catalyst specified. The product is [NH2:16][C:15]1[C:3]([N:8]2[CH:25]=[CH:20][CH:21]=[N:9]2)=[C:2]([CH3:10])[CH:7]=[C:13]([C:12]([CH3:19])([CH3:18])[CH3:11])[CH:14]=1. The yield is 0.920. (5) The reactants are [CH3:1][N:2]1[CH2:7][CH2:6][N:5]([C:8]([O:10][C:11]2[C:12]3[CH:84]=[CH:83][CH:82]=[CH:81][C:13]=3[C:14]3[C@H:15]([CH2:79][Cl:80])[CH2:16][N:17]([C:20](=[O:78])[CH2:21][CH2:22][CH2:23][CH2:24][CH2:25][O:26][C:27]4[CH:32]=[C:31]([NH:33][C:34]([O:36][CH2:37][C:38]5[CH:43]=[CH:42][C:41]([NH:44][C:45](=[O:66])[C@@H:46]([NH:59][C:60]([O:62][CH2:63][CH:64]=[CH2:65])=[O:61])[CH2:47][CH2:48][CH2:49][CH2:50][NH:51][C:52]([O:54][C:55]([CH3:58])([CH3:57])[CH3:56])=[O:53])=[CH:40][CH:39]=5)=[O:35])[C:30]([C:67]([N:69]5[CH2:73][CH2:72][CH2:71][C@H:70]5[CH2:74][OH:75])=[O:68])=[CH:29][C:28]=4[O:76][CH3:77])[C:18]=3[CH:19]=2)=[O:9])[CH2:4][CH2:3]1.CC(OI1(OC(C)=O)(OC(C)=O)OC(=O)C2C=CC=CC1=2)=O.[O-]S([O-])(=S)=O.[Na+].[Na+]. The catalyst is C(Cl)Cl. The product is [Cl:80][CH2:79][C@H:15]1[C:14]2[C:13]3[CH:81]=[CH:82][CH:83]=[CH:84][C:12]=3[C:11]([O:10][C:8]([N:5]3[CH2:4][CH2:3][N:2]([CH3:1])[CH2:7][CH2:6]3)=[O:9])=[CH:19][C:18]=2[N:17]([C:20](=[O:78])[CH2:21][CH2:22][CH2:23][CH2:24][CH2:25][O:26][C:27]2[C:28]([O:76][CH3:77])=[CH:29][C:30]3[C:67](=[O:68])[N:69]4[CH2:73][CH2:72][CH2:71][CH:70]4[C@H:74]([OH:75])[N:33]([C:34]([O:36][CH2:37][C:38]4[CH:43]=[CH:42][C:41]([NH:44][C:45](=[O:66])[C@@H:46]([NH:59][C:60]([O:62][CH2:63][CH:64]=[CH2:65])=[O:61])[CH2:47][CH2:48][CH2:49][CH2:50][NH:51][C:52]([O:54][C:55]([CH3:58])([CH3:57])[CH3:56])=[O:53])=[CH:40][CH:39]=4)=[O:35])[C:31]=3[CH:32]=2)[CH2:16]1. The yield is 0.700. (6) The reactants are Br[C:2]1[N:6]([C:7]([O:9][C:10]([CH3:13])([CH3:12])[CH3:11])=[O:8])[C:5]2[CH:14]=[C:15]([C:17]([O:19][CH3:20])=[O:18])[S:16][C:4]=2[C:3]=1[CH:21]1[CH2:26][CH2:25][CH2:24][CH2:23][CH2:22]1.[Cl:27][C:28]1[CH:33]=[CH:32][C:31](B(O)O)=[CH:30][CH:29]=1.[Li+].[Cl-].C([O-])([O-])=O.[Na+].[Na+]. The catalyst is CCO.C1(C)C=CC=CC=1.CCOC(C)=O.C1C=CC([P]([Pd]([P](C2C=CC=CC=2)(C2C=CC=CC=2)C2C=CC=CC=2)([P](C2C=CC=CC=2)(C2C=CC=CC=2)C2C=CC=CC=2)[P](C2C=CC=CC=2)(C2C=CC=CC=2)C2C=CC=CC=2)(C2C=CC=CC=2)C2C=CC=CC=2)=CC=1. The product is [C:10]([O:9][C:7]([N:6]1[C:2]([C:31]2[CH:32]=[CH:33][C:28]([Cl:27])=[CH:29][CH:30]=2)=[C:3]([CH:21]2[CH2:26][CH2:25][CH2:24][CH2:23][CH2:22]2)[C:4]2[S:16][C:15]([C:17]([O:19][CH3:20])=[O:18])=[CH:14][C:5]1=2)=[O:8])([CH3:13])([CH3:12])[CH3:11]. The yield is 0.690. (7) The reactants are S([N:11]1[C:15]2[N:16]=[CH:17][N:18]=[CH:19][C:14]=2[C:13]([C:20]#[N:21])=[CH:12]1)(C1C=CC(C)=CC=1)(=O)=O.CCCC[N+](CCCC)(CCCC)CCCC.[F-].[NH4+].[Cl-]. The catalyst is O1CCCC1. The product is [N:16]1[C:15]2[NH:11][CH:12]=[C:13]([C:20]#[N:21])[C:14]=2[CH:19]=[N:18][CH:17]=1. The yield is 0.650.